Dataset: Full USPTO retrosynthesis dataset with 1.9M reactions from patents (1976-2016). Task: Predict the reactants needed to synthesize the given product. (1) Given the product [CH2:1]([N:4]1[CH2:12][C@@H:11]2[C@@:6]([C:22]3[S:23][CH:24]=[C:25]([Br:27])[CH:26]=3)([N:7]=[C:8]([NH:13][C:14](=[O:21])[C:15]3[CH:20]=[CH:19][CH:18]=[CH:17][CH:16]=3)[S:9][CH2:10]2)[CH2:5]1)[CH:2]=[CH2:3], predict the reactants needed to synthesize it. The reactants are: [CH2:1]([N:4]1[CH2:12][CH:11]2[C:6]([C:22]3[S:23][CH:24]=[C:25]([Br:27])[CH:26]=3)([N:7]=[C:8]([NH:13][C:14](=[O:21])[C:15]3[CH:20]=[CH:19][CH:18]=[CH:17][CH:16]=3)[S:9][CH2:10]2)[CH2:5]1)[CH:2]=[CH2:3].CN(C)CC. (2) Given the product [Cl:1][C:2]1[N:7]=[C:6]([NH:18][C:15]2[CH:14]=[C:13]([CH:10]3[CH2:12][CH2:11]3)[NH:17][N:16]=2)[CH:5]=[C:4]([CH3:9])[N:3]=1, predict the reactants needed to synthesize it. The reactants are: [Cl:1][C:2]1[N:7]=[C:6](Cl)[CH:5]=[C:4]([CH3:9])[N:3]=1.[CH:10]1([C:13]2[NH:17][N:16]=[C:15]([NH2:18])[CH:14]=2)[CH2:12][CH2:11]1.C(N(C(C)C)CC)(C)C. (3) Given the product [F:48][C:2]1([F:1])[CH2:7][CH2:6][CH:5]([C:8]2[C:17]3[CH:16]([O:18][CH2:19][C:20]4[CH:21]=[CH:22][C:23]([O:26][CH3:27])=[CH:24][CH:25]=4)[CH2:15][C:14]([CH3:28])([CH3:29])[CH2:13][C:12]=3[N:11]=[C:10]([CH:30]3[CH2:35][CH2:34][N:33]([C:50]4[N:55]=[CH:54][CH:53]=[CH:52][N:51]=4)[CH2:32][CH2:31]3)[C:9]=2[CH:36]([F:47])[C:37]2[CH:38]=[CH:39][C:40]([C:43]([F:45])([F:46])[F:44])=[CH:41][CH:42]=2)[CH2:4][CH2:3]1, predict the reactants needed to synthesize it. The reactants are: [F:1][C:2]1([F:48])[CH2:7][CH2:6][CH:5]([C:8]2[C:17]3[CH:16]([O:18][CH2:19][C:20]4[CH:25]=[CH:24][C:23]([O:26][CH3:27])=[CH:22][CH:21]=4)[CH2:15][C:14]([CH3:29])([CH3:28])[CH2:13][C:12]=3[N:11]=[C:10]([CH:30]3[CH2:35][CH2:34][NH:33][CH2:32][CH2:31]3)[C:9]=2[CH:36]([F:47])[C:37]2[CH:42]=[CH:41][C:40]([C:43]([F:46])([F:45])[F:44])=[CH:39][CH:38]=2)[CH2:4][CH2:3]1.Br[C:50]1[N:55]=[CH:54][CH:53]=[CH:52][N:51]=1.C(N(C(C)C)CC)(C)C.C(O)(C)(C)C. (4) The reactants are: [Cl:1][C:2]1[C:11]2[NH:10][C:9](=[O:12])[C:8]3[S:13][CH:14]=[CH:15][C:7]=3[C:6]=2[C:5]([C:16]2[CH:21]=[CH:20][C:19]([C:22]3([CH2:25][NH:26]C(=O)OC(C)(C)C)[CH2:24][CH2:23]3)=[CH:18][CH:17]=2)=[C:4]([O:34]C)[CH:3]=1.BrB(Br)Br. Given the product [ClH:1].[NH2:26][CH2:25][C:22]1([C:19]2[CH:18]=[CH:17][C:16]([C:5]3[C:6]4[C:7]5[CH:15]=[CH:14][S:13][C:8]=5[C:9](=[O:12])[NH:10][C:11]=4[C:2]([Cl:1])=[CH:3][C:4]=3[OH:34])=[CH:21][CH:20]=2)[CH2:23][CH2:24]1, predict the reactants needed to synthesize it. (5) Given the product [CH2:24]([N:26]1[CH2:2][CH2:1][P:3](=[O:4])([C:5]2[CH:6]=[CH:7][C:8]([N+:11]([O-:13])=[O:12])=[CH:9][CH:10]=2)[CH2:14][CH2:15]1)[CH3:25], predict the reactants needed to synthesize it. The reactants are: [CH:1]([P:3]([CH:14]=[CH2:15])([C:5]1[CH:10]=[CH:9][C:8]([N+:11]([O-:13])=[O:12])=[CH:7][CH:6]=1)=[O:4])=[CH2:2].[OH-].[Na+].O1CCCC1.Cl.[CH2:24]([NH2:26])[CH3:25].C(=O)(O)[O-].[Na+]. (6) Given the product [CH2:19]([O:21][C:22](=[O:37])[CH2:23][CH2:24][N:25]([CH2:26][C:27]([N:15]1[C:16]2[C:12](=[CH:11][C:10]([O:9][CH2:2][C:3]3[CH:4]=[CH:5][CH:6]=[CH:7][CH:8]=3)=[CH:18][CH:17]=2)[CH2:13][CH2:14]1)=[O:28])[C:30]([O:32][C:33]([CH3:35])([CH3:36])[CH3:34])=[O:31])[CH3:20], predict the reactants needed to synthesize it. The reactants are: Cl.[CH2:2]([O:9][C:10]1[CH:11]=[C:12]2[C:16](=[CH:17][CH:18]=1)[NH:15][CH2:14][CH2:13]2)[C:3]1[CH:8]=[CH:7][CH:6]=[CH:5][CH:4]=1.[CH2:19]([O:21][C:22](=[O:37])[CH2:23][CH2:24][N:25]([C:30]([O:32][C:33]([CH3:36])([CH3:35])[CH3:34])=[O:31])[CH2:26][C:27](O)=[O:28])[CH3:20].CCN(C(C)C)C(C)C.C1C=CC2N(O)N=NC=2C=1.CCN=C=NCCCN(C)C.Cl.C(=O)(O)[O-].[Na+]. (7) The reactants are: [CH3:1][C:2]12[CH2:12][CH:6]3[CH2:7][C:8]([CH3:11])([CH2:10][C:4]([C:13](O)=[O:14])([CH2:5]3)[CH2:3]1)[CH2:9]2.[S:16]1[CH:20]=[CH:19][CH:18]=[C:17]1[CH2:21][NH2:22].C(N(CC)CC)C.CCN=C=NCCCN(C)C. Given the product [S:16]1[CH:20]=[CH:19][CH:18]=[C:17]1[CH2:21][NH:22][C:13]([C:4]12[CH2:10][C:8]3([CH3:11])[CH2:7][CH:6]([CH2:12][C:2]([CH3:1])([CH2:9]3)[CH2:3]1)[CH2:5]2)=[O:14], predict the reactants needed to synthesize it.